Dataset: Peptide-MHC class I binding affinity with 185,985 pairs from IEDB/IMGT. Task: Regression. Given a peptide amino acid sequence and an MHC pseudo amino acid sequence, predict their binding affinity value. This is MHC class I binding data. (1) The peptide sequence is FVSTMPVETL. The MHC is HLA-A02:03 with pseudo-sequence HLA-A02:03. The binding affinity (normalized) is 0.357. (2) The peptide sequence is RRDYRRGL. The MHC is HLA-A02:01 with pseudo-sequence HLA-A02:01. The binding affinity (normalized) is 0. (3) The peptide sequence is VLTLLLLLV. The MHC is HLA-A24:02 with pseudo-sequence HLA-A24:02. The binding affinity (normalized) is 0.190. (4) The peptide sequence is TVIYRGTTF. The MHC is HLA-A68:02 with pseudo-sequence HLA-A68:02. The binding affinity (normalized) is 0.0847. (5) The peptide sequence is GMAEDLQSL. The MHC is HLA-A02:19 with pseudo-sequence HLA-A02:19. The binding affinity (normalized) is 0.744.